This data is from Peptide-MHC class I binding affinity with 185,985 pairs from IEDB/IMGT. The task is: Regression. Given a peptide amino acid sequence and an MHC pseudo amino acid sequence, predict their binding affinity value. This is MHC class I binding data. (1) The peptide sequence is NLVPMVATV. The MHC is HLA-B27:05 with pseudo-sequence HLA-B27:05. The binding affinity (normalized) is 0. (2) The peptide sequence is ALDLSHFLK. The MHC is HLA-A32:01 with pseudo-sequence HLA-A32:01. The binding affinity (normalized) is 0. (3) The peptide sequence is CTLNFPISPI. The MHC is HLA-A02:02 with pseudo-sequence HLA-A02:02. The binding affinity (normalized) is 0.707. (4) The peptide sequence is RIQENHGFI. The MHC is HLA-A26:01 with pseudo-sequence HLA-A26:01. The binding affinity (normalized) is 0.0847. (5) The peptide sequence is AAAANAAAAAM. The MHC is H-2-Db with pseudo-sequence H-2-Db. The binding affinity (normalized) is 0.426. (6) The peptide sequence is FLNGSCGSV. The MHC is HLA-A02:03 with pseudo-sequence HLA-A02:03. The binding affinity (normalized) is 1.00. (7) The MHC is HLA-A23:01 with pseudo-sequence HLA-A23:01. The binding affinity (normalized) is 0. The peptide sequence is PTPVNIIGRNL.